Dataset: Full USPTO retrosynthesis dataset with 1.9M reactions from patents (1976-2016). Task: Predict the reactants needed to synthesize the given product. (1) Given the product [OH:26][C:21]1[CH:22]=[CH:23][CH:24]=[CH:25][C:20]=1[N:16]1[C:17](=[O:19])[C:18]2[NH:10][CH:11]=[N:12][C:13]=2[N:14]([CH2:35][CH2:36][CH2:37][CH2:38][CH3:39])[C:15]1=[O:34], predict the reactants needed to synthesize it. The reactants are: COC1C=CC(C[N:10]2[C:18]3[C:17](=[O:19])[N:16]([C:20]4[CH:25]=[CH:24][CH:23]=[CH:22][C:21]=4[O:26]CC4C=CC=CC=4)[C:15](=[O:34])[N:14]([CH2:35][CH2:36][CH2:37][CH2:38][CH3:39])[C:13]=3[N:12]=[CH:11]2)=CC=1. (2) Given the product [CH2:44]1[C:45]2[C:50](=[CH:49][CH:48]=[CH:47][CH:46]=2)[CH2:51][CH2:52][N:43]1[CH2:42][C@@H:41]([OH:53])[CH2:40][NH:39][C:12]([C:7]1[CH:8]=[C:9]2[C:4](=[CH:5][CH:6]=1)[N:3]=[C:2]([CH3:1])[CH:11]=[CH:10]2)=[O:14], predict the reactants needed to synthesize it. The reactants are: [CH3:1][C:2]1[CH:11]=[CH:10][C:9]2[C:4](=[CH:5][CH:6]=[C:7]([C:12]([OH:14])=O)[CH:8]=2)[N:3]=1.CN(C(ON1N=NC2C=CC=NC1=2)=[N+](C)C)C.F[P-](F)(F)(F)(F)F.[NH2:39][CH2:40][C@H:41]([OH:53])[CH2:42][N:43]1[CH2:52][CH2:51][C:50]2[C:45](=[CH:46][CH:47]=[CH:48][CH:49]=2)[CH2:44]1. (3) The reactants are: [CH:10]1(N=C=N[CH:10]2[CH2:15][CH2:14][CH2:13][CH2:12][CH2:11]2)[CH2:15][CH2:14][CH2:13][CH2:12][CH2:11]1.[CH:16]1[CH:21]=[CH:20][C:19]([C@@H:22]([OH:25])[CH2:23][OH:24])=[CH:18][CH:17]=1.[C:26]([O:30][CH2:31][CH2:32][CH2:33][CH2:34][CH2:35][CH2:36][O:37][C:38]1[CH:48]=[CH:47][C:41]([CH:42]=[CH:43][C:44]([OH:46])=O)=[CH:40][CH:39]=1)(=[O:29])[CH:27]=[CH2:28]. Given the product [C:26]([O:30][CH2:31][CH2:32][CH2:33][CH2:34][CH2:35][CH2:36][O:37][C:10]1[CH:11]=[CH:12][C:13]([CH:42]=[CH:43][C:44]([O:24][CH2:23][C@H:22]([O:25][C:44](=[O:46])[CH:43]=[CH:42][C:41]2[CH:40]=[CH:39][C:38]([O:37][CH2:36][CH2:35][CH2:34][CH2:33][CH2:32][CH2:31][O:30][C:26](=[O:29])[CH:27]=[CH2:28])=[CH:48][CH:47]=2)[C:19]2[CH:20]=[CH:21][CH:16]=[CH:17][CH:18]=2)=[O:46])=[CH:14][CH:15]=1)(=[O:29])[CH:27]=[CH2:28], predict the reactants needed to synthesize it. (4) The reactants are: [CH3:1][O:2][C:3]1[CH:4]=[C:5]([CH2:11][CH2:12][C:13]([C:15]2[CH:20]=[CH:19][CH:18]=[C:17]([O:21][CH2:22][CH2:23][N:24]3[CH2:29][CH2:28][O:27][CH2:26][CH2:25]3)[CH:16]=2)=[O:14])[CH:6]=[CH:7][C:8]=1[O:9][CH3:10].CCCCCC.B(Cl)([C@@H]1[C@@H](C)[C@@H]2C(C)(C)[C@@H](C2)C1)[C@@H]1[C@@H](C)[C@@H]2C(C)(C)[C@@H](C2)C1. Given the product [CH3:1][O:2][C:3]1[CH:4]=[C:5]([CH2:11][CH2:12][C@H:13]([C:15]2[CH:20]=[CH:19][CH:18]=[C:17]([O:21][CH2:22][CH2:23][N:24]3[CH2:29][CH2:28][O:27][CH2:26][CH2:25]3)[CH:16]=2)[OH:14])[CH:6]=[CH:7][C:8]=1[O:9][CH3:10], predict the reactants needed to synthesize it. (5) Given the product [CH2:1]([N:3]([C:22]1[CH:27]=[C:26]([O:28][CH3:29])[CH:25]=[CH:24][C:23]=1[CH:30]1[CH2:39][CH2:38][C:37]2[C:32](=[CH:33][CH:34]=[C:35]([O:40][CH3:41])[CH:36]=2)[CH2:31]1)[CH2:4][C:5]1[CH:10]=[CH:9][C:8]([O:11][CH2:12][CH2:13][N:14]2[CH2:15][CH2:16][N:17]([CH3:42])[CH2:18][CH2:19]2)=[CH:7][CH:6]=1)[CH3:2], predict the reactants needed to synthesize it. The reactants are: [CH2:1]([N:3]([C:22]1[CH:27]=[C:26]([O:28][CH3:29])[CH:25]=[CH:24][C:23]=1[CH:30]1[CH2:39][CH2:38][C:37]2[C:32](=[CH:33][CH:34]=[C:35]([O:40][CH3:41])[CH:36]=2)[CH2:31]1)[C:4](=O)[C:5]1[CH:10]=[CH:9][C:8]([O:11][CH2:12][C:13](=O)[N:14]2[CH2:19][CH2:18][NH:17][CH2:16][CH2:15]2)=[CH:7][CH:6]=1)[CH3:2].[CH2:42](N(C1C=C(OC)C=CC=1C1CCC2C(=CC=C(OC)C=2)C1)CC1C=CC(OCCN2CCNCC2)=CC=1)C.